From a dataset of Full USPTO retrosynthesis dataset with 1.9M reactions from patents (1976-2016). Predict the reactants needed to synthesize the given product. (1) Given the product [O:1]=[C:2]1[CH2:7][CH2:6][CH2:5][N:4]2[N:13]=[C:14]([C:16]([OH:18])=[O:17])[CH:15]=[C:3]12, predict the reactants needed to synthesize it. The reactants are: [O:1]=[C:2]1[CH:7](C(OCC)=O)[CH2:6][CH2:5][N:4]2[N:13]=[C:14]([C:16]([O:18]CC)=[O:17])[CH:15]=[C:3]12.Cl. (2) The reactants are: [C:1]([C:5]1[CH:6]=[C:7]([NH2:23])[N:8]([C:10]2[CH:15]=[CH:14][C:13]([CH2:16][N:17]3[CH2:22][CH2:21][O:20][CH2:19][CH2:18]3)=[CH:12][CH:11]=2)[N:9]=1)([CH3:4])([CH3:3])[CH3:2].[Cl:24][C:25]1[CH:30]=[C:29]([O:31][C:32]2[CH:37]=[CH:36][C:35]([N:38]=[C:39]=[O:40])=[CH:34][CH:33]=2)[N:28]=[CH:27][N:26]=1. Given the product [C:1]([C:5]1[CH:6]=[C:7]([NH:23][C:39]([NH:38][C:35]2[CH:34]=[CH:33][C:32]([O:31][C:29]3[CH:30]=[C:25]([Cl:24])[N:26]=[CH:27][N:28]=3)=[CH:37][CH:36]=2)=[O:40])[N:8]([C:10]2[CH:11]=[CH:12][C:13]([CH2:16][N:17]3[CH2:18][CH2:19][O:20][CH2:21][CH2:22]3)=[CH:14][CH:15]=2)[N:9]=1)([CH3:4])([CH3:2])[CH3:3], predict the reactants needed to synthesize it. (3) Given the product [OH:3][CH:4]([C:30]1[CH:31]=[CH:32][C:33]([O:36][C:37]2[CH:42]=[CH:41][CH:40]=[CH:39][N:38]=2)=[CH:34][CH:35]=1)[CH:5]([CH2:16][C:17]1[CH:22]=[CH:21][CH:20]=[C:19]([O:23][C:24]([F:29])([F:28])[CH:25]([F:27])[F:26])[CH:18]=1)[C:6]([O:8][CH2:9][C:10]1[CH:15]=[CH:14][CH:13]=[CH:12][CH:11]=1)=[O:7], predict the reactants needed to synthesize it. The reactants are: [BH4-].[Na+].[O:3]=[C:4]([C:30]1[CH:35]=[CH:34][C:33]([O:36][C:37]2[CH:42]=[CH:41][CH:40]=[CH:39][N:38]=2)=[CH:32][CH:31]=1)[CH:5]([CH2:16][C:17]1[CH:22]=[CH:21][CH:20]=[C:19]([O:23][C:24]([F:29])([F:28])[CH:25]([F:27])[F:26])[CH:18]=1)[C:6]([O:8][CH2:9][C:10]1[CH:15]=[CH:14][CH:13]=[CH:12][CH:11]=1)=[O:7].Cl.C(=O)([O-])O.[Na+]. (4) Given the product [N+:1]([C:4]1[CH:5]=[C:6]2[C:11](=[CH:12][CH:13]=1)[N:10]=[C:9]([CH2:14][N:15]1[CH2:16][CH2:17][NH:18][CH2:19][CH2:20]1)[N:8]([C:28]1[CH:33]=[CH:32][CH:31]=[CH:30][CH:29]=1)[C:7]2=[O:34])([O-:3])=[O:2], predict the reactants needed to synthesize it. The reactants are: [N+:1]([C:4]1[CH:5]=[C:6]2[C:11](=[CH:12][CH:13]=1)[N:10]=[C:9]([CH2:14][N:15]1[CH2:20][CH2:19][N:18](C(OC(C)(C)C)=O)[CH2:17][CH2:16]1)[N:8]([C:28]1[CH:33]=[CH:32][CH:31]=[CH:30][CH:29]=1)[C:7]2=[O:34])([O-:3])=[O:2].C(O)(C(F)(F)F)=O.O.C([O-])([O-])=O.[Na+].[Na+]. (5) Given the product [F:1][C:2]([F:12])([F:13])[CH:3]([C:8]([F:9])([F:10])[F:11])[C@H:4]([NH:7][S:25]([C:22]1[CH:23]=[CH:24][S:20][CH:21]=1)(=[O:27])=[O:26])[CH2:5][OH:6], predict the reactants needed to synthesize it. The reactants are: [F:1][C:2]([F:13])([F:12])[CH:3]([C:8]([F:11])([F:10])[F:9])[C@H:4]([NH2:7])[CH2:5][OH:6].N1C=CC=CC=1.[S:20]1[CH:24]=[CH:23][C:22]([S:25](Cl)(=[O:27])=[O:26])=[CH:21]1.CC1C=CC(S(O)(=O)=O)=CC=1. (6) Given the product [Cl:8][C:6]1[CH:5]=[C:4]([C:9]2[O:13][N:12]=[CH:11][C:10]=2[CH2:14][OH:15])[CH:3]=[C:2]([Cl:1])[CH:7]=1, predict the reactants needed to synthesize it. The reactants are: [Cl:1][C:2]1[CH:3]=[C:4]([C:9]2[O:13][N:12]=[CH:11][C:10]=2[C:14](OCC)=[O:15])[CH:5]=[C:6]([Cl:8])[CH:7]=1.[H-].C([Al+]CC(C)C)C(C)C.Cl. (7) The reactants are: [OH:1][C:2]1[CH:11]=[CH:10][C:5]([C:6]([O:8][CH3:9])=[O:7])=[CH:4][C:3]=1[C:12]([F:15])([F:14])[F:13].[CH3:16][N:17]1[CH2:22][CH2:21][CH:20](O)[CH2:19][CH2:18]1.C1C=CC(P(C2C=CC=CC=2)C2C=CC=CC=2)=CC=1. Given the product [CH3:16][N:17]1[CH2:22][CH2:21][CH:20]([O:1][C:2]2[CH:11]=[CH:10][C:5]([C:6]([O:8][CH3:9])=[O:7])=[CH:4][C:3]=2[C:12]([F:13])([F:14])[F:15])[CH2:19][CH2:18]1, predict the reactants needed to synthesize it. (8) Given the product [F:20][C:21]1[CH:29]=[CH:28][C:24]([C:25]2[S:26][C:9]([C:7]3[CH:6]=[CH:5][N:4]=[C:3]([NH2:2])[CH:8]=3)=[C:10]([C:12]3[CH:17]=[CH:16][CH:15]=[C:14]([CH3:18])[CH:13]=3)[N:27]=2)=[CH:23][CH:22]=1, predict the reactants needed to synthesize it. The reactants are: Br.[NH2:2][C:3]1[CH:8]=[C:7]([CH:9](Br)[C:10]([C:12]2[CH:17]=[CH:16][CH:15]=[C:14]([CH3:18])[CH:13]=2)=O)[CH:6]=[CH:5][N:4]=1.[F:20][C:21]1[CH:29]=[CH:28][C:24]([C:25]([NH2:27])=[S:26])=[CH:23][CH:22]=1.C(=O)([O-])O.[Na+]. (9) Given the product [Cl:1][C:2]1[CH:3]=[C:4]([C:8]2[N:16]=[C:15]([CH2:17][CH:18]=[O:19])[N:14]=[C:13]3[C:9]=2[N:10]([CH2:29][C@H:30]2[CH2:31][CH2:32][C@H:33]([CH3:36])[CH2:34][CH2:35]2)[C:11]([N:22]2[CH2:27][CH2:26][O:25][CH2:24][C@H:23]2[CH3:28])=[N:12]3)[CH:5]=[CH:6][CH:7]=1, predict the reactants needed to synthesize it. The reactants are: [Cl:1][C:2]1[CH:3]=[C:4]([C:8]2[N:16]=[C:15]([CH:17]=[CH:18][O:19]CC)[N:14]=[C:13]3[C:9]=2[N:10]([CH2:29][C@H:30]2[CH2:35][CH2:34][C@H:33]([CH3:36])[CH2:32][CH2:31]2)[C:11]([N:22]2[CH2:27][CH2:26][O:25][CH2:24][C@H:23]2[CH3:28])=[N:12]3)[CH:5]=[CH:6][CH:7]=1.Cl. (10) Given the product [Cl:1][C:2]1[CH:3]=[CH:4][C:5]2[N:11]3[CH2:12][C@H:8]([CH2:9][CH2:10]3)[N:7]([C:21]([NH:20][C:15]3[CH:16]=[CH:17][CH:18]=[CH:19][N:14]=3)=[O:31])[C:6]=2[N:13]=1, predict the reactants needed to synthesize it. The reactants are: [Cl:1][C:2]1[CH:3]=[CH:4][C:5]2[N:11]3[CH2:12][C@H:8]([CH2:9][CH2:10]3)[NH:7][C:6]=2[N:13]=1.[N:14]1[CH:19]=[CH:18][CH:17]=[CH:16][C:15]=1[N:20]1C(=O)N2C=CC=CC2=N[C:21]1=[O:31].O.